From a dataset of Hepatocyte clearance measurements from AstraZeneca. Regression/Classification. Given a drug SMILES string, predict its absorption, distribution, metabolism, or excretion properties. Task type varies by dataset: regression for continuous measurements (e.g., permeability, clearance, half-life) or binary classification for categorical outcomes (e.g., BBB penetration, CYP inhibition). For this dataset (clearance_hepatocyte_az), we predict log10(clearance) (log10 of the in vitro intrinsic clearance, CLint, in uL/min per 10^6 hepatocytes; values are censored to the assay range of 3 to 150, which is 0.477 to 2.18 on this log10 scale). The drug is O=C(c1ccccc1)N1CCN(Cc2ccccc2)CC1. The log10(clearance) is 2.18.